Dataset: Reaction yield outcomes from USPTO patents with 853,638 reactions. Task: Predict the reaction yield, written as a fraction of the theoretical maximum amount of product (1.0 means a 100% yield; for example, 0.34 means a 34% yield). (1) The catalyst is ClCCl. The reactants are [CH3:1][C:2]1[C:10]2[C:9](=[O:11])[NH:8][C:7]([C:12]([NH:14][CH2:15][C:16]3[CH:21]=[CH:20][N:19]=[C:18]([O:22][CH2:23][CH2:24][S:25][C:26]4[N:30]=[CH:29][N:28](C(C5C=CC=CC=5)(C5C=CC=CC=5)C5C=CC=CC=5)[N:27]=4)[CH:17]=3)=[O:13])=[N:6][C:5]=2[S:4][CH:3]=1.C([SiH](CC)CC)C.FC(F)(F)C(O)=O. The product is [CH3:1][C:2]1[C:10]2[C:9](=[O:11])[NH:8][C:7]([C:12]([NH:14][CH2:15][C:16]3[CH:21]=[CH:20][N:19]=[C:18]([O:22][CH2:23][CH2:24][S:25][C:26]4[N:30]=[CH:29][NH:28][N:27]=4)[CH:17]=3)=[O:13])=[N:6][C:5]=2[S:4][CH:3]=1. The yield is 0.210. (2) The reactants are [NH2:1][CH:2]1[CH2:5][N:4]([C:6]([C:8]2[CH:9]=[C:10]([CH:23]=[CH:24][C:25]=2[F:26])[CH2:11][C:12]2[C:21]3[C:16](=[CH:17][CH:18]=[CH:19][CH:20]=3)[C:15](=[O:22])[NH:14][N:13]=2)=[O:7])[CH2:3]1.[CH:27](=O)[CH:28]=[CH2:29].C(O[BH-](OC(=O)C)OC(=O)C)(=O)C.[Na+]. No catalyst specified. The product is [CH2:29]([NH:1][CH:2]1[CH2:3][N:4]([C:6]([C:8]2[CH:9]=[C:10]([CH:23]=[CH:24][C:25]=2[F:26])[CH2:11][C:12]2[C:21]3[C:16](=[CH:17][CH:18]=[CH:19][CH:20]=3)[C:15](=[O:22])[NH:14][N:13]=2)=[O:7])[CH2:5]1)[CH:28]=[CH2:27]. The yield is 0.660. (3) The reactants are [CH3:1][O:2][C:3]([NH:5][C@@H:6]([C:10]([CH3:13])([CH3:12])[CH3:11])[C:7]([OH:9])=O)=[O:4].CCN=C=NCCCN(C)C.C1C=CC2N(O)N=NC=2C=1.CN1CCOCC1.[NH2:42][C@@H:43]([CH2:63][C:64]1[CH:69]=[CH:68][CH:67]=[CH:66][CH:65]=1)[C@@H:44]([OH:62])[CH2:45][C@@H:46]([NH:54][C:55](=[O:61])[O:56][C:57]([CH3:60])([CH3:59])[CH3:58])[CH2:47][C:48]1[CH:53]=[CH:52][CH:51]=[CH:50][CH:49]=1. The catalyst is CN(C=O)C. The product is [CH2:63]([C@H:43]([NH:42][C:7]([C@@H:6]([NH:5][C:3](=[O:4])[O:2][CH3:1])[C:10]([CH3:13])([CH3:12])[CH3:11])=[O:9])[C@@H:44]([OH:62])[CH2:45][C@@H:46]([NH:54][C:55]([O:56][C:57]([CH3:58])([CH3:59])[CH3:60])=[O:61])[CH2:47][C:48]1[CH:49]=[CH:50][CH:51]=[CH:52][CH:53]=1)[C:64]1[CH:65]=[CH:66][CH:67]=[CH:68][CH:69]=1. The yield is 0.770. (4) The product is [Cl:1][C:2]1[N:7]=[C:6]([C:13]2[CH:12]=[C:11]([CH:16]=[CH:15][C:14]=2[O:20][CH3:21])[CH:9]=[O:10])[CH:5]=[CH:4][N:3]=1. The yield is 0.700. No catalyst specified. The reactants are [Cl:1][C:2]1[N:7]=[C:6](Cl)[CH:5]=[CH:4][N:3]=1.[CH:9]([C:11]1[CH:12]=[CH:13][C:14]([O:20][CH3:21])=[C:15](B(O)O)[CH:16]=1)=[O:10]. (5) The reactants are [NH2:1][C:2]1[N:7]=[C:6]([CH3:8])[C:5]([Br:9])=[CH:4][CH:3]=1.[CH2:10]([O:12][C:13](=[C:17]([C:21]([O-])=O)[C:18]([O-])=[O:19])[O:14]CC)[CH3:11]. No catalyst specified. The product is [Br:9][C:5]1[CH:4]=[C:3]2[C:2](=[N:7][C:6]=1[CH3:8])[N:1]=[CH:21][C:17]([C:13]([O:12][CH2:10][CH3:11])=[O:14])=[C:18]2[OH:19]. The yield is 0.350. (6) The reactants are [CH3:1][O:2][C:3]1[CH:4]=[CH:5][CH:6]=[C:7]2[C:12]=1[N:11]=[C:10]([C:13]1[CH:18]=[CH:17][CH:16]=[CH:15][C:14]=1[C:19]([F:22])([F:21])[F:20])[NH:9][C:8]2=O.Cl.C(N(CC)CC)C.O=P(Cl)(Cl)[Cl:34]. No catalyst specified. The product is [Cl:34][C:8]1[C:7]2[C:12](=[C:3]([O:2][CH3:1])[CH:4]=[CH:5][CH:6]=2)[N:11]=[C:10]([C:13]2[CH:18]=[CH:17][CH:16]=[CH:15][C:14]=2[C:19]([F:22])([F:21])[F:20])[N:9]=1. The yield is 0.890. (7) The reactants are [Cl:1][C:2]1[CH:11]=[CH:10][C:9]([N:12]2[C:16](C)=[CH:15][CH:14]=[N:13]2)=[CH:8][C:3]=1[C:4]([O:6][CH3:7])=[O:5].Cl[C:19]1C=CC(NN)=CC=1C(OC)=O.COC(OC)CC(=O)C. No catalyst specified. The product is [Cl:1][C:2]1[CH:11]=[CH:10][C:9]([N:12]2[CH:16]=[CH:15][C:14]([CH3:19])=[N:13]2)=[CH:8][C:3]=1[C:4]([O:6][CH3:7])=[O:5]. The yield is 0.330. (8) The reactants are [Cl:1][C:2]1[C:3]([O:12][C:13]2[CH:18]=[C:17]([O:19][CH2:20][CH2:21][CH2:22][O:23][CH3:24])[CH:16]=[CH:15][C:14]=2/[CH:25]=[CH:26]/[C:27]([O:29]CC)=[O:28])=[N:4][CH:5]=[C:6]([C:8]([F:11])([F:10])[F:9])[CH:7]=1.[OH-].[Na+].Cl. The catalyst is O1CCCC1.C(O)C. The product is [Cl:1][C:2]1[C:3]([O:12][C:13]2[CH:18]=[C:17]([O:19][CH2:20][CH2:21][CH2:22][O:23][CH3:24])[CH:16]=[CH:15][C:14]=2/[CH:25]=[CH:26]/[C:27]([OH:29])=[O:28])=[N:4][CH:5]=[C:6]([C:8]([F:9])([F:11])[F:10])[CH:7]=1. The yield is 0.760. (9) The reactants are [CH:1]1([N:4]2[C:13]3[C:8](=[C:9](F)[C:10]([F:16])=[C:11]([F:15])[C:12]=3[F:14])[C:7](=[O:18])[C:6]([C:19]([O:21][CH2:22][CH3:23])=[O:20])=[CH:5]2)[CH2:3][CH2:2]1.C(N)C1C=CC=CC=1.C([O-])([O-])=O.[K+].[K+]. The catalyst is C(#N)C. The product is [CH:1]1([N:4]2[C:13]3[C:8](=[CH:9][C:10]([F:16])=[C:11]([F:15])[C:12]=3[F:14])[C:7](=[O:18])[C:6]([C:19]([O:21][CH2:22][CH3:23])=[O:20])=[CH:5]2)[CH2:2][CH2:3]1. The yield is 0.800.